From a dataset of Full USPTO retrosynthesis dataset with 1.9M reactions from patents (1976-2016). Predict the reactants needed to synthesize the given product. (1) The reactants are: O1C(C2C=C(N[C:13]3[N:18]=[C:17]([C:19]4[C:20]([C:28]5[CH:29]=[C:30]([NH:34][C:35](=[O:42])[CH2:36]C6SC=CC=6)[CH:31]=[CH:32][CH:33]=5)=[N:21][N:22]5[CH:27]=[CH:26][CH:25]=[CH:24][C:23]=45)[CH:16]=[CH:15][N:14]=3)C=CC=2)=CN=C1.[S:43]1[CH:47]=[CH:46][C:45](CC(O)=O)=[CH:44]1.[ClH:52].CN(C)CCCN=C=NCC.ON1C2C=CC=CC=2N=N1.C(N(C(C)C)CC)(C)C. Given the product [Cl:52][C:13]1[N:18]=[C:17]([C:19]2[C:20]([C:28]3[CH:29]=[C:30]([NH:34][C:35](=[O:42])[CH2:36][C:45]4[CH:46]=[CH:47][S:43][CH:44]=4)[CH:31]=[CH:32][CH:33]=3)=[N:21][N:22]3[CH:27]=[CH:26][CH:25]=[CH:24][C:23]=23)[CH:16]=[CH:15][N:14]=1, predict the reactants needed to synthesize it. (2) Given the product [CH:39]12[N:42]([C:32]([C:20]3[N:21]=[C:22]([C:24]([NH:25][CH2:26][C:27]([OH:30])([CH3:29])[CH3:28])=[O:31])[S:23][C:19]=3[C:3]3[CH:4]=[CH:5][C:6]([C:9]([OH:18])([C:10]([F:13])([F:12])[F:11])[C:14]([F:15])([F:16])[F:17])=[C:7]([Cl:8])[C:2]=3[Cl:1])=[O:34])[CH:36]([CH2:41][CH2:40]1)[CH2:37][CH2:38]2, predict the reactants needed to synthesize it. The reactants are: [Cl:1][C:2]1[C:7]([Cl:8])=[C:6]([C:9]([OH:18])([C:14]([F:17])([F:16])[F:15])[C:10]([F:13])([F:12])[F:11])[CH:5]=[CH:4][C:3]=1[C:19]1[S:23][C:22]([C:24](=[O:31])[NH:25][CH2:26][C:27]([OH:30])([CH3:29])[CH3:28])=[N:21][C:20]=1[C:32]([OH:34])=O.Cl.[CH:36]12[NH:42][CH:39]([CH2:40][CH2:41]1)[CH2:38][CH2:37]2.CCN(C(C)C)C(C)C.CN(C(ON1N=NC2C=CC=NC1=2)=[N+](C)C)C.F[P-](F)(F)(F)(F)F. (3) Given the product [CH3:20][NH:19][C:4]([C:6]1[N:7]([CH3:16])[C:8]2[C:13]([CH:14]=1)=[CH:12][C:11]([Cl:15])=[CH:10][CH:9]=2)=[O:3], predict the reactants needed to synthesize it. The reactants are: C([O:3][C:4]([C:6]1[N:7]([CH3:16])[C:8]2[C:13]([CH:14]=1)=[CH:12][C:11]([Cl:15])=[CH:10][CH:9]=2)=O)C.CO[NH:19][CH3:20]. (4) Given the product [OH:19][C:12]1[C:13]2[CH:18]=[N:17][CH:16]=[N:15][C:14]=2[N:9]([OH:8])[C:10](=[O:26])[C:11]=1[C:20]1[CH:25]=[CH:24][CH:23]=[CH:22][CH:21]=1, predict the reactants needed to synthesize it. The reactants are: C([O:8][N:9]1[C:14]2[N:15]=[CH:16][N:17]=[CH:18][C:13]=2[C:12]([OH:19])=[C:11]([C:20]2[CH:25]=[CH:24][CH:23]=[CH:22][CH:21]=2)[C:10]1=[O:26])C1C=CC=CC=1.[H][H]. (5) Given the product [CH3:1][C:2]1[N:6]([CH2:7][CH2:8][CH2:9][NH:10][C:12]([NH:11][C:14]2[CH:19]=[CH:18][C:17]([C:20]3[O:24][CH:23]=[N:22][CH:21]=3)=[CH:16][CH:15]=2)=[S:13])[CH:5]=[N:4][CH:3]=1, predict the reactants needed to synthesize it. The reactants are: [CH3:1][C:2]1[N:6]([CH2:7][CH2:8][CH2:9][NH2:10])[CH:5]=[N:4][CH:3]=1.[N:11]([C:14]1[CH:19]=[CH:18][C:17]([C:20]2[O:24][CH:23]=[N:22][CH:21]=2)=[CH:16][CH:15]=1)=[C:12]=[S:13]. (6) Given the product [Cl:27][C:22]1[CH:23]=[CH:24][CH:25]=[CH:26][C:21]=1[C:4]1[N:3]=[C:2]([O:37][CH:35]2[CH2:34][CH:33]3[N:29]([CH3:28])[CH:30]([CH2:31][CH2:32]3)[CH2:36]2)[CH:11]=[C:10]2[C:5]=1[CH:6]=[CH:7][C:8](=[O:20])[N:9]2[C:12]1[C:17]([Cl:18])=[CH:16][CH:15]=[CH:14][C:13]=1[Cl:19], predict the reactants needed to synthesize it. The reactants are: Br[C:2]1[CH:11]=[C:10]2[C:5]([CH:6]=[CH:7][C:8](=[O:20])[N:9]2[C:12]2[C:17]([Cl:18])=[CH:16][CH:15]=[CH:14][C:13]=2[Cl:19])=[C:4]([C:21]2[CH:26]=[CH:25][CH:24]=[CH:23][C:22]=2[Cl:27])[N:3]=1.[CH3:28][N:29]1[C@@H:33]2[CH2:34][C@H:35]([OH:37])[CH2:36][C@H:30]1[CH2:31][CH2:32]2.CN1C2CC(O)CC1CC2.[H-].[Na+]. (7) The reactants are: [F:1][C:2]1[CH:22]=[CH:21][C:5]([CH2:6][N:7]2[C:15]3[C:10](=[C:11]4[CH2:19][CH2:18][O:17][C:16](=[O:20])[C:12]4=[N:13][CH:14]=3)[CH:9]=[CH:8]2)=[CH:4][CH:3]=1.[OH-:23].[Na+].Cl. Given the product [F:1][C:2]1[CH:3]=[CH:4][C:5]([CH2:6][N:7]2[C:15]3=[CH:14][N:13]=[C:12]([C:16]([OH:17])=[O:20])[C:11]([CH2:19][CH2:18][OH:23])=[C:10]3[CH:9]=[CH:8]2)=[CH:21][CH:22]=1, predict the reactants needed to synthesize it. (8) Given the product [CH2:1]([O:3][C:4](=[O:20])[C:5]1[CH:10]=[CH:9][C:8]([O:11][C:12]2[CH:17]=[CH:16][CH:15]=[CH:14][N:13]=2)=[CH:7][C:6]=1[CH2:18][N:21]([CH2:22][C:23]([O:25][CH3:26])=[O:24])[S:27]([C:30]1[CH:31]=[CH:32][C:33]([CH3:34])=[CH:35][CH:36]=1)(=[O:29])=[O:28])[CH3:2], predict the reactants needed to synthesize it. The reactants are: [CH2:1]([O:3][C:4](=[O:20])[C:5]1[CH:10]=[CH:9][C:8]([O:11][C:12]2[CH:17]=[CH:16][CH:15]=[CH:14][N:13]=2)=[CH:7][C:6]=1[CH2:18]Br)[CH3:2].[NH:21]([S:27]([C:30]1[CH:36]=[CH:35][C:33]([CH3:34])=[CH:32][CH:31]=1)(=[O:29])=[O:28])[CH2:22][C:23]([O:25][CH3:26])=[O:24].C(=O)([O-])[O-].[K+].[K+].